From a dataset of Forward reaction prediction with 1.9M reactions from USPTO patents (1976-2016). Predict the product of the given reaction. Given the reactants CCCCCCCCCCCCCCCC(OC[C@@H](OC(CCCCCCCCCCCCCCC)=O)COP(OCC[N+](C)(C)C)([O-])=O)=O.CC(CCC[C@H]([C@@H]1[C@]2(C)[C@H]([C@H]3[C@H](CC2)[C@]2(C)C(C[C@H](CC2)O)=CC3)CC1)C)C.[CH3:79][N:80]1[CH2:98][C:92]2[CH:93]=[CH:94][C:95]([O:96][CH3:97])=[C:90]3[C:91]=2[C@:83]2([C@@H:88]([O:89]3)[CH2:87][C@@H:86]([OH:99])[CH:85]=[CH:84]2)[CH2:82][CH2:81]1.Br.C(O)(=O)CC(CC(O)=O)(C(O)=O)O.C(=O)([O-])[O-].[Na+].[Na+].C(O)(=O)CC(CC(O)=O)(C(O)=O)O, predict the reaction product. The product is: [CH3:79][N:80]1[CH2:98][C:92]2[CH:93]=[CH:94][C:95]([O:96][CH3:97])=[C:90]3[C:91]=2[C@:83]2([C@@H:88]([O:89]3)[CH2:87][C@@H:86]([OH:99])[CH:85]=[CH:84]2)[CH2:82][CH2:81]1.